Dataset: CYP1A2 inhibition data for predicting drug metabolism from PubChem BioAssay. Task: Regression/Classification. Given a drug SMILES string, predict its absorption, distribution, metabolism, or excretion properties. Task type varies by dataset: regression for continuous measurements (e.g., permeability, clearance, half-life) or binary classification for categorical outcomes (e.g., BBB penetration, CYP inhibition). Dataset: cyp1a2_veith. (1) The molecule is Cc1ccccc1/C=C\C1=NCCN1. The result is 1 (inhibitor). (2) The molecule is CS(=O)(=O)c1ccc(Cn2c3c(c4cc(F)cc(F)c42)CCC[C@H]3CC(=O)O)cc1. The result is 0 (non-inhibitor). (3) The molecule is CC1CCC(=C(C#N)C(=O)Nc2cccc(Cl)c2)CC1. The result is 1 (inhibitor). (4) The drug is CN1[C@H]2CC[C@@H]1CC(O[C@@H](c1ccccc1)c1ccc(Cl)cc1)C2. The result is 0 (non-inhibitor). (5) The drug is N=C(N)c1ccc(N=Nc2c(O)ccc3c2[nH]c2ccccc23)cc1. The result is 1 (inhibitor). (6) The molecule is CCNc1ncc2nc(-c3cccs3)c(=O)n(Cc3cccs3)c2n1. The result is 1 (inhibitor). (7) The result is 0 (non-inhibitor). The compound is Cc1cccc(C(=O)NNC(=O)C(=O)NC(C)(C)C)c1.